This data is from Forward reaction prediction with 1.9M reactions from USPTO patents (1976-2016). The task is: Predict the product of the given reaction. (1) Given the reactants [OH-].[Na+].O1CCCC1.C[O:9][C:10]([C:12]1[C:21]2[C:16](=[CH:17][CH:18]=[C:19]([C:22]#[N:23])[CH:20]=2)[N:15]=[C:14]([C:24]2[CH:29]=[CH:28][CH:27]=[CH:26][CH:25]=2)[CH:13]=1)=[O:11].Cl, predict the reaction product. The product is: [C:22]([C:19]1[CH:20]=[C:21]2[C:16](=[CH:17][CH:18]=1)[N:15]=[C:14]([C:24]1[CH:29]=[CH:28][CH:27]=[CH:26][CH:25]=1)[CH:13]=[C:12]2[C:10]([OH:11])=[O:9])#[N:23]. (2) Given the reactants F[C:2]1[CH:7]=[CH:6][N:5]=[C:4]2[NH:8][CH:9]=[C:10]([N+:11]([O-:13])=[O:12])[C:3]=12.[CH2:14]([N:21]1[CH2:26][CH2:25][NH:24][CH2:23][CH2:22]1)[C:15]1[CH:20]=[CH:19][CH:18]=[CH:17][CH:16]=1.O, predict the reaction product. The product is: [CH2:14]([N:21]1[CH2:26][CH2:25][N:24]([C:2]2[CH:7]=[CH:6][N:5]=[C:4]3[NH:8][CH:9]=[C:10]([N+:11]([O-:13])=[O:12])[C:3]=23)[CH2:23][CH2:22]1)[C:15]1[CH:16]=[CH:17][CH:18]=[CH:19][CH:20]=1. (3) Given the reactants [Br:1][C:2]1[CH:7]=[CH:6][C:5]([C:8]([C:10]2[CH:11]=[N:12][CH:13]=[N:14][CH:15]=2)=O)=[C:4]([F:16])[CH:3]=1.[NH:17]([C:19]([O:21][C:22]([CH3:25])([CH3:24])[CH3:23])=[O:20])[NH2:18], predict the reaction product. The product is: [Br:1][C:2]1[CH:7]=[CH:6][C:5]([C:8]([C:10]2[CH:11]=[N:12][CH:13]=[N:14][CH:15]=2)=[N:18][NH:17][C:19]([O:21][C:22]([CH3:25])([CH3:24])[CH3:23])=[O:20])=[C:4]([F:16])[CH:3]=1. (4) Given the reactants [NH:1]1[CH2:6][CH2:5][O:4][CH2:3][CH2:2]1.[CH3:7][N:8]1[C:12]([C:13]2[C:14]([CH3:42])=[C:15]([CH:29]=[C:30]([C:32]3[CH:33]=[N:34][C:35](S(C)(=O)=O)=[N:36][CH:37]=3)[CH:31]=2)[C:16]([NH:18][CH2:19][C:20]2[C:21](=[O:28])[NH:22][C:23]([CH3:27])=[CH:24][C:25]=2[CH3:26])=[O:17])=[C:11]([CH3:43])[CH:10]=[N:9]1, predict the reaction product. The product is: [CH3:26][C:25]1[CH:24]=[C:23]([CH3:27])[NH:22][C:21](=[O:28])[C:20]=1[CH2:19][NH:18][C:16](=[O:17])[C:15]1[CH:29]=[C:30]([C:32]2[CH:33]=[N:34][C:35]([N:1]3[CH2:6][CH2:5][O:4][CH2:3][CH2:2]3)=[N:36][CH:37]=2)[CH:31]=[C:13]([C:12]2[N:8]([CH3:7])[N:9]=[CH:10][C:11]=2[CH3:43])[C:14]=1[CH3:42]. (5) The product is: [CH:1]1([NH:7][C:8]([C:10]2[C:11](=[N:36][OH:37])[C:12]3[C:17]([C:18]=2[C:19]2[CH:20]=[CH:21][CH:22]=[CH:23][CH:24]=2)=[CH:16][CH:15]=[C:14]([O:25][CH2:26][CH2:27][N:28]2[CH2:33][CH2:32][O:31][CH2:30][CH2:29]2)[CH:13]=3)=[O:9])[CH2:2][CH2:3][CH2:4][CH2:5][CH2:6]1. Given the reactants [CH:1]1([NH:7][C:8]([C:10]2[C:11](=O)[C:12]3[C:17]([C:18]=2[C:19]2[CH:24]=[CH:23][CH:22]=[CH:21][CH:20]=2)=[CH:16][CH:15]=[C:14]([O:25][CH2:26][CH2:27][N:28]2[CH2:33][CH2:32][O:31][CH2:30][CH2:29]2)[CH:13]=3)=[O:9])[CH2:6][CH2:5][CH2:4][CH2:3][CH2:2]1.Cl.[NH2:36][OH:37].N1C=CC=CC=1, predict the reaction product. (6) The product is: [C:1]([CH:5]([CH2:6][CH2:7][CH2:8][OH:11])[CH2:17][C:18]([OH:20])=[O:19])([CH3:4])([CH3:3])[CH3:2]. Given the reactants [C:1]([CH:5]1CC[CH:8]([OH:11])[CH2:7][CH2:6]1)([CH3:4])([CH3:3])[CH3:2].N([O-])=O.[Na+].F[C:17](F)(F)[C:18]([OH:20])=[O:19], predict the reaction product. (7) Given the reactants [Cl:1][C:2]1[CH:3]=[C:4]([CH:20]=[CH:21][CH:22]=1)[CH2:5][NH:6][C:7](=[O:19])[C:8]1[CH:13]=[CH:12][C:11]([CH:14]=O)=[C:10]([N+:16]([O-])=O)[CH:9]=1.[N:23]1[CH:28]=[CH:27][CH:26]=[CH:25][C:24]=1[CH:29]([CH2:32][CH:33]1[CH2:38][CH2:37][CH2:36][CH2:35][O:34]1)[CH2:30][NH2:31].N1C2C(=CC=CC=2)C=N1, predict the reaction product. The product is: [Cl:1][C:2]1[CH:3]=[C:4]([CH:20]=[CH:21][CH:22]=1)[CH2:5][NH:6][C:7]([C:8]1[CH:13]=[CH:12][C:11]2[C:10]([CH:9]=1)=[N:16][N:31]([CH2:30][CH:29]([C:24]1[CH:25]=[CH:26][CH:27]=[CH:28][N:23]=1)[CH2:32][CH:33]1[CH2:38][CH2:37][CH2:36][CH2:35][O:34]1)[CH:14]=2)=[O:19].